Dataset: Full USPTO retrosynthesis dataset with 1.9M reactions from patents (1976-2016). Task: Predict the reactants needed to synthesize the given product. (1) Given the product [O:1]1[C:5]2[CH:6]=[CH:7][C:8]([CH2:10][NH:11][CH2:12][CH2:13][CH2:14][N:15]([C:16]3[S:20][N:19]=[C:18]([N:21]4[CH:25]=[CH:24][N:23]=[CH:22]4)[N:17]=3)[CH2:26][C:27]([N:37]([CH3:39])[CH3:38])=[O:29])=[CH:9][C:4]=2[O:3][CH2:2]1, predict the reactants needed to synthesize it. The reactants are: [O:1]1[C:5]2[CH:6]=[CH:7][C:8]([CH2:10][N:11](C(OC(C)(C)C)=O)[CH2:12][CH2:13][CH2:14][N:15]([CH2:26][C:27]([OH:29])=O)[C:16]3[S:20][N:19]=[C:18]([N:21]4[CH:25]=[CH:24][N:23]=[CH:22]4)[N:17]=3)=[CH:9][C:4]=2[O:3][CH2:2]1.[NH:37]([CH3:39])[CH3:38]. (2) Given the product [N:21]1([CH2:20][CH2:19][O:18][C:11]2[C:12]3[C:17](=[CH:16][CH:15]=[CH:14][CH:13]=3)[C:8]([NH:7][C:5]([C:4]3[CH:3]=[C:2]([C:34]4[CH:35]=[CH:36][C:31]([F:30])=[CH:32][C:33]=4[CH3:40])[CH:29]=[CH:28][CH:27]=3)=[O:6])=[CH:9][CH:10]=2)[CH2:26][CH2:25][O:24][CH2:23][CH2:22]1, predict the reactants needed to synthesize it. The reactants are: Br[C:2]1[CH:3]=[C:4]([CH:27]=[CH:28][CH:29]=1)[C:5]([NH:7][C:8]1[C:17]2[C:12](=[CH:13][CH:14]=[CH:15][CH:16]=2)[C:11]([O:18][CH2:19][CH2:20][N:21]2[CH2:26][CH2:25][O:24][CH2:23][CH2:22]2)=[CH:10][CH:9]=1)=[O:6].[F:30][C:31]1[CH:36]=[CH:35][C:34](B(O)O)=[C:33]([CH3:40])[CH:32]=1.C(=O)([O-])[O-].[Cs+].[Cs+].C(OCC)(=O)C. (3) Given the product [NH2:1][C:2]1[CH:10]=[C:9]([N+:11]([O-:13])=[O:12])[CH:8]=[CH:7][C:3]=1[C:4]([Cl:16])=[O:5], predict the reactants needed to synthesize it. The reactants are: [NH2:1][C:2]1[CH:10]=[C:9]([N+:11]([O-:13])=[O:12])[CH:8]=[CH:7][C:3]=1[C:4](O)=[O:5].S(Cl)([Cl:16])=O. (4) Given the product [ClH:55].[CH3:1][C:2]1([C:45]([F:47])([F:46])[F:48])[CH2:7][C:6]([C:8]([N:10]2[C:16]3[CH:17]=[CH:18][CH:19]=[CH:20][C:15]=3[CH2:14][N:13]3[C:21]([C:24]([N:26]4[CH2:27][CH2:28][NH:29][CH2:30][CH2:31]4)=[O:25])=[CH:22][CH:23]=[C:12]3[CH2:11]2)=[O:9])=[CH:5][CH:4]=[C:3]1[C:39]1[CH:40]=[CH:41][CH:42]=[CH:43][CH:44]=1, predict the reactants needed to synthesize it. The reactants are: [CH3:1][C:2]1([C:45]([F:48])([F:47])[F:46])[CH2:7][C:6]([C:8]([N:10]2[C:16]3[CH:17]=[CH:18][CH:19]=[CH:20][C:15]=3[CH2:14][N:13]3[C:21]([C:24]([N:26]4[CH2:31][CH2:30][N:29](C(OC(C)(C)C)=O)[CH2:28][CH2:27]4)=[O:25])=[CH:22][CH:23]=[C:12]3[CH2:11]2)=[O:9])=[CH:5][CH:4]=[C:3]1[C:39]1[CH:44]=[CH:43][CH:42]=[CH:41][CH:40]=1.C(OCC)(=O)C.[ClH:55].